Dataset: Forward reaction prediction with 1.9M reactions from USPTO patents (1976-2016). Task: Predict the product of the given reaction. (1) Given the reactants [C:1]([C:4]1[CH:5]=[N:6][C:7]([O:29][CH2:30][CH3:31])=[C:8]([CH:28]=1)[C:9]([NH:11][C:12]1[C:13]([C:25]([NH2:27])=[O:26])=[N:14][N:15]([CH:19]2[CH2:22][N:21]([CH2:23][CH3:24])[CH2:20]2)[C:16]=1[CH2:17][CH3:18])=O)(=[O:3])[CH3:2].[CH2:32](O)[CH2:33]CC, predict the reaction product. The product is: [C:1]([C:4]1[CH:28]=[C:8]([C:9]2[NH:27][C:25](=[O:26])[C:13]3[C:12](=[C:16]([CH2:17][CH3:18])[N:15]([CH:19]4[CH2:22][N:21]([CH2:23][CH3:24])[CH2:20]4)[N:14]=3)[N:11]=2)[C:7]([O:29][CH2:30][CH2:31][CH2:32][CH3:33])=[N:6][CH:5]=1)(=[O:3])[CH3:2]. (2) Given the reactants C[O:2][C:3](=[O:37])[C:4]1[CH:9]=[CH:8][C:7]([NH:10][C:11](=[O:35])[CH:12]([C:19]2[N:20]([C:28]3[CH:33]=[CH:32][C:31]([Cl:34])=[CH:30][CH:29]=3)[N:21]=[C:22]3[C:27]=2[CH2:26][CH2:25][CH2:24][CH2:23]3)[CH:13]2[CH2:18][CH2:17][CH2:16][CH2:15][CH2:14]2)=[C:6]([Cl:36])[CH:5]=1.[OH-].[Li+], predict the reaction product. The product is: [Cl:36][C:6]1[CH:5]=[C:4]([CH:9]=[CH:8][C:7]=1[NH:10][C:11](=[O:35])[CH:12]([C:19]1[N:20]([C:28]2[CH:29]=[CH:30][C:31]([Cl:34])=[CH:32][CH:33]=2)[N:21]=[C:22]2[C:27]=1[CH2:26][CH2:25][CH2:24][CH2:23]2)[CH:13]1[CH2:18][CH2:17][CH2:16][CH2:15][CH2:14]1)[C:3]([OH:37])=[O:2].